This data is from Reaction yield outcomes from USPTO patents with 853,638 reactions. The task is: Predict the reaction yield, written as a fraction of the theoretical maximum amount of product (1.0 means a 100% yield; for example, 0.34 means a 34% yield). (1) The reactants are [Cl:1][C:2]1[N:18]([C:19]2[CH:24]=[CH:23][CH:22]=[C:21]([N+:25]([O-])=O)[CH:20]=2)[C:5]2[N:6]=[CH:7][N:8]=[C:9]([NH:10][C:11](=[O:17])[O:12][C:13]([CH3:16])([CH3:15])[CH3:14])[C:4]=2[C:3]=1[C:28]1[CH:33]=[CH:32][C:31]([Cl:34])=[CH:30][CH:29]=1.[NH4+].[Cl-].O.CCO. The catalyst is C1COCC1.C(Cl)Cl.[Fe].CO. The product is [NH2:25][C:21]1[CH:20]=[C:19]([N:18]2[C:5]3[N:6]=[CH:7][N:8]=[C:9]([NH:10][C:11](=[O:17])[O:12][C:13]([CH3:14])([CH3:15])[CH3:16])[C:4]=3[C:3]([C:28]3[CH:29]=[CH:30][C:31]([Cl:34])=[CH:32][CH:33]=3)=[C:2]2[Cl:1])[CH:24]=[CH:23][CH:22]=1. The yield is 0.350. (2) The product is [Si:20]([O:15][CH:12]1[CH2:13][CH2:14][N:10]([C:7]2[CH:8]=[C:9]3[C:4]([CH:3]=[CH:2][NH:1]3)=[CH:5][CH:6]=2)[CH2:11]1)([C:16]([CH3:19])([CH3:18])[CH3:17])([CH3:22])[CH3:21]. The catalyst is CN(C=O)C.CCOC(C)=O. The yield is 0.920. The reactants are [NH:1]1[C:9]2[C:4](=[CH:5][CH:6]=[C:7]([N:10]3[CH2:14][CH2:13][CH:12]([OH:15])[CH2:11]3)[CH:8]=2)[CH:3]=[CH:2]1.[C:16]([Si:20](Cl)([CH3:22])[CH3:21])([CH3:19])([CH3:18])[CH3:17].N1C=CN=C1. (3) The reactants are I[C:2]1[CH:3]=[CH:4][C:5]2[N:6]([CH:8]=[C:9]([NH:11][C:12]([CH:14]3[CH2:19][CH2:18][O:17][CH2:16][CH2:15]3)=[O:13])[N:10]=2)[N:7]=1.[NH2:20][C:21]1[CH:22]=[C:23]([OH:27])[CH:24]=[CH:25][CH:26]=1.C(=O)([O-])[O-].[K+].[K+]. The catalyst is CN(C)C=O. The product is [NH2:20][C:21]1[CH:22]=[C:23]([CH:24]=[CH:25][CH:26]=1)[O:27][C:2]1[CH:3]=[CH:4][C:5]2[N:6]([CH:8]=[C:9]([NH:11][C:12]([CH:14]3[CH2:19][CH2:18][O:17][CH2:16][CH2:15]3)=[O:13])[N:10]=2)[N:7]=1. The yield is 0.490. (4) The reactants are C([Si]([O:11][CH2:12][C@@H:13]([O:23][CH2:24][C:25]1[CH:30]=[CH:29][C:28]([O:31][CH3:32])=[C:27]([O:33][CH3:34])[CH:26]=1)[CH2:14][NH:15][C:16]([O:18][C:19]([CH3:22])([CH3:21])[CH3:20])=[O:17])(C(C)C)C(C)C)(C)C.C1COCC1.CCCC[N+](CCCC)(CCCC)CCCC.[F-].C1COCC1.C(O)(=O)CC(CC(O)=O)(C(O)=O)O. The catalyst is C(Cl)Cl. The product is [C:19]([O:18][C:16]([NH:15][CH2:14][C@H:13]([O:23][CH2:24][C:25]1[CH:30]=[CH:29][C:28]([O:31][CH3:32])=[C:27]([O:33][CH3:34])[CH:26]=1)[CH2:12][OH:11])=[O:17])([CH3:22])([CH3:21])[CH3:20]. The yield is 0.800. (5) The reactants are [CH:1]1([C:4]2[C:12]3[C:11](=[O:13])[N:10]([CH2:14][O:15][CH2:16][CH2:17][Si:18]([CH3:21])([CH3:20])[CH3:19])[N:9]=[CH:8][C:7]=3[N:6](COCC[Si](C)(C)C)[C:5]=2[C:30]2[CH:39]=[CH:38][C:37]([O:40][CH:41]([F:43])[F:42])=[C:36]3[C:31]=2[CH:32]=[CH:33][C:34]([CH3:45])([CH3:44])[O:35]3)[CH2:3][CH2:2]1.C1(OC2C=C(C3N(COCC[Si](C)(C)C)C4C=NN(COCC[Si](C)(C)C)C(=O)C=4C=3C)C=CC=2OC(F)F)CC1. No catalyst specified. The product is [CH:1]1([C:4]2[C:12]3[C:11](=[O:13])[N:10]([CH2:14][O:15][CH2:16][CH2:17][Si:18]([CH3:21])([CH3:20])[CH3:19])[N:9]=[CH:8][C:7]=3[NH:6][C:5]=2[C:30]2[CH:39]=[CH:38][C:37]([O:40][CH:41]([F:43])[F:42])=[C:36]3[C:31]=2[CH:32]=[CH:33][C:34]([CH3:45])([CH3:44])[O:35]3)[CH2:3][CH2:2]1. The yield is 0.840.